From a dataset of CYP3A4 inhibition data for predicting drug metabolism from PubChem BioAssay. Regression/Classification. Given a drug SMILES string, predict its absorption, distribution, metabolism, or excretion properties. Task type varies by dataset: regression for continuous measurements (e.g., permeability, clearance, half-life) or binary classification for categorical outcomes (e.g., BBB penetration, CYP inhibition). Dataset: cyp3a4_veith. (1) The drug is COC(=O)c1cc(Br)c(=O)n(CCc2ccc(O)cc2)c1.Cl. The result is 1 (inhibitor). (2) The molecule is CCOC(=O)C(C)(C)[C@H](O)C(C)C. The result is 0 (non-inhibitor). (3) The drug is CS(=O)(=O)c1ccccc1-c1nc(-c2cc(C(F)(F)F)cc(C(F)(F)F)c2)no1. The result is 0 (non-inhibitor).